Predict the product of the given reaction. From a dataset of Forward reaction prediction with 1.9M reactions from USPTO patents (1976-2016). (1) Given the reactants [CH3:1][C:2]1([CH3:17])[CH2:10][C:9]2[NH:8][CH:7]=[C:6]([CH2:11][CH2:12][C:13](O)=[O:14])[C:5]=2[C:4](=[O:16])[CH2:3]1.[C:18](N1C=CN=C1)([N:20]1C=CN=[CH:21]1)=O.CNC, predict the reaction product. The product is: [CH3:1][C:2]1([CH3:17])[CH2:10][C:9]2[NH:8][CH:7]=[C:6]([CH2:11][CH2:12][C:13]([N:20]([CH3:21])[CH3:18])=[O:14])[C:5]=2[C:4](=[O:16])[CH2:3]1. (2) Given the reactants C(=O)([O-])[O-].[K+].[K+].[CH3:7][O:8][C:9]1[CH:23]=[CH:22][C:12]([CH2:13][O:14][C:15]2[CH:16]=[C:17]([OH:21])[CH:18]=[CH:19][CH:20]=2)=[CH:11][CH:10]=1.[CH2:24]([O:26][C:27]([C:29]1[C:30]2[S:38][CH:37]=[C:36]([CH2:39]Br)[C:31]=2[C:32]([Cl:35])=[N:33][CH:34]=1)=[O:28])[CH3:25], predict the reaction product. The product is: [CH2:24]([O:26][C:27]([C:29]1[C:30]2[S:38][CH:37]=[C:36]([CH2:39][O:21][C:17]3[CH:18]=[CH:19][CH:20]=[C:15]([O:14][CH2:13][C:12]4[CH:11]=[CH:10][C:9]([O:8][CH3:7])=[CH:23][CH:22]=4)[CH:16]=3)[C:31]=2[C:32]([Cl:35])=[N:33][CH:34]=1)=[O:28])[CH3:25]. (3) Given the reactants Cl[C:2]1[C:7]([C:8]#[N:9])=[CH:6][N:5]=[CH:4][C:3]=1[F:10].Cl.[CH2:12]([O:14][C:15](=[O:18])[CH2:16][NH2:17])[CH3:13].[Na], predict the reaction product. The product is: [CH2:12]([O:14][C:15]([C:16]1[NH:17][C:2]2[C:3]([F:10])=[CH:4][N:5]=[CH:6][C:7]=2[C:8]=1[NH2:9])=[O:18])[CH3:13]. (4) The product is: [O:23]1[C:19]([C:2]2[N:7]=[N:6][C:5]([C:8]([OH:10])=[O:9])=[CH:4][CH:3]=2)=[CH:20][N:21]=[CH:22]1. Given the reactants Cl[C:2]1[N:7]=[N:6][C:5]([C:8]([OH:10])=[O:9])=[CH:4][CH:3]=1.CC1(C)C(C)(C)OB([C:19]2[O:23][C:22]([Si](C(C)C)(C(C)C)C(C)C)=[N:21][CH:20]=2)O1.C([O-])([O-])=O.[Na+].[Na+].Cl, predict the reaction product. (5) Given the reactants C(OC([N:8]1[CH2:13][CH2:12][N:11]([C:14](=[O:34])[CH2:15][CH2:16][CH2:17][CH2:18][CH:19]([C:27]2[CH:32]=[CH:31][C:30]([F:33])=[CH:29][CH:28]=2)[C:20]2[CH:25]=[CH:24][C:23]([F:26])=[CH:22][CH:21]=2)[CH2:10][CH2:9]1)=O)(C)(C)C.C(O)(C(F)(F)F)=O, predict the reaction product. The product is: [F:26][C:23]1[CH:24]=[CH:25][C:20]([CH:19]([C:27]2[CH:28]=[CH:29][C:30]([F:33])=[CH:31][CH:32]=2)[CH2:18][CH2:17][CH2:16][CH2:15][C:14]([N:11]2[CH2:12][CH2:13][NH:8][CH2:9][CH2:10]2)=[O:34])=[CH:21][CH:22]=1. (6) Given the reactants FC(F)(F)S(O[C:7]1[C:12]([O:13][CH3:14])=[C:11]([C:15]2[CH:16]=[N:17][N:18]([CH3:20])[CH:19]=2)[N:10]=[C:9]([N:21]2[CH2:25][CH2:24][CH2:23][C@H:22]2[C:26]2[CH:31]=[CH:30][C:29]([CH3:32])=[CH:28][CH:27]=2)[N:8]=1)(=O)=O.[NH2:35][C:36]1[S:37][C:38]([C:41]#[N:42])=[CH:39][N:40]=1.CC(C1C=C(C(C)C)C(C2C(P(C(C)(C)C)C(C)(C)C)=CC=CC=2)=C(C(C)C)C=1)C.P([O-])([O-])([O-])=O.[K+].[K+].[K+], predict the reaction product. The product is: [CH3:14][O:13][C:12]1[C:7]([NH:35][C:36]2[S:37][C:38]([C:41]#[N:42])=[CH:39][N:40]=2)=[N:8][C:9]([N:21]2[CH2:25][CH2:24][CH2:23][C@H:22]2[C:26]2[CH:31]=[CH:30][C:29]([CH3:32])=[CH:28][CH:27]=2)=[N:10][C:11]=1[C:15]1[CH:16]=[N:17][N:18]([CH3:20])[CH:19]=1. (7) The product is: [C:1]([C:3]1[CH:4]=[C:5]([CH2:11][C:12]([NH:14][NH2:15])=[O:13])[CH:6]=[CH:7][C:8]=1[OH:9])#[N:2]. Given the reactants [C:1]([C:3]1[CH:4]=[C:5]([CH2:11][C:12]([NH:14][NH2:15])=[O:13])[CH:6]=[CH:7][C:8]=1[O:9]C)#[N:2].[Cl-].[Al+3].[Cl-].[Cl-].CO, predict the reaction product. (8) The product is: [F:22][C:23]1[CH:24]=[C:25]([C:2]2[C:6]([CH3:7])=[C:5]([C:8]3[CH:13]=[CH:12][C:11]([OH:14])=[CH:10][C:9]=3[CH3:16])[S:4][C:3]=2[CH:17]=[O:21])[CH:26]=[CH:27][C:28]=1[OH:29]. Given the reactants Br[C:2]1[C:6]([CH3:7])=[C:5]([C:8]2[CH:13]=[CH:12][C:11]([O:14]C)=[CH:10][C:9]=2[CH3:16])[S:4][C:3]=1[CH:17]1[O:21]CCO1.[F:22][C:23]1[CH:24]=[C:25](B(O)O)[CH:26]=[CH:27][C:28]=1[O:29]C, predict the reaction product.